Dataset: Full USPTO retrosynthesis dataset with 1.9M reactions from patents (1976-2016). Task: Predict the reactants needed to synthesize the given product. (1) The reactants are: C(O)(C(F)(F)F)=O.C(OC([N:15]1[CH2:20][CH2:19][N:18]([C:21]2[O:22][C:23]([C@@H:26]3[CH2:32][CH2:31][C@@H:30]4[CH2:33][N:27]3[C:28](=[O:39])[N:29]4[O:34][S:35]([OH:38])(=[O:37])=[O:36])=[N:24][N:25]=2)[CH2:17][CH2:16]1)=O)(C)(C)C.C([N+](CCCC)(CCCC)CCCC)CCC. Given the product [S:35]([OH:38])([O:34][N:29]1[C:28](=[O:39])[N:27]2[CH2:33][C@H:30]1[CH2:31][CH2:32][C@H:26]2[C:23]1[O:22][C:21]([N:18]2[CH2:19][CH2:20][NH:15][CH2:16][CH2:17]2)=[N:25][N:24]=1)(=[O:36])=[O:37], predict the reactants needed to synthesize it. (2) Given the product [C:18]1([C:16]2[NH:17][N:13]([CH2:12][CH2:11][CH2:10][CH2:9][CH2:8][CH2:7][C:6]([OH:24])=[O:5])[CH2:14][N:15]=2)[CH:19]=[CH:20][CH:21]=[CH:22][CH:23]=1, predict the reactants needed to synthesize it. The reactants are: [OH-].[K+].C([O:5][C:6](=[O:24])[CH2:7][CH2:8][CH2:9][CH2:10][CH2:11][CH2:12][N:13]1[NH:17][C:16]([C:18]2[CH:23]=[CH:22][CH:21]=[CH:20][CH:19]=2)=[N:15][CH2:14]1)C. (3) Given the product [NH2:1][C:2]1[N:3]=[C:4]([N:13]2[CH:17]=[CH:16][CH:15]=[N:14]2)[C:5]([C:11]#[N:12])=[C:6]([O:25][CH2:24][C:20]2[CH:19]=[N:18][CH:23]=[CH:22][CH:21]=2)[N:7]=1, predict the reactants needed to synthesize it. The reactants are: [NH2:1][C:2]1[N:7]=[C:6](S(C)=O)[C:5]([C:11]#[N:12])=[C:4]([N:13]2[CH:17]=[CH:16][CH:15]=[N:14]2)[N:3]=1.[N:18]1[CH:23]=[CH:22][CH:21]=[C:20]([CH2:24][OH:25])[CH:19]=1.C1CCN2C(=NCCC2)CC1. (4) Given the product [F:17][C:16]([F:19])([F:18])[CH2:15][O:14][CH2:13][CH2:12][OH:11], predict the reactants needed to synthesize it. The reactants are: [H-].[H-].[H-].[H-].[Li+].[Al+3].C([O:11][C:12](=O)[CH2:13][O:14][CH2:15][C:16]([F:19])([F:18])[F:17])(C)(C)C. (5) Given the product [CH2:8]([O:15][C:16]1[CH:17]=[C:18]2[C:19]([C:20]([NH2:1])=[N:21][N:24]2[CH2:25][C@H:26]([OH:28])[CH3:27])=[CH:22][CH:23]=1)[C:9]1[CH:14]=[CH:13][CH:12]=[CH:11][CH:10]=1, predict the reactants needed to synthesize it. The reactants are: [N:1](OC(C)(C)C)=O.[CH2:8]([O:15][C:16]1[CH:23]=[CH:22][C:19]([C:20]#[N:21])=[C:18]([NH:24][CH2:25][C@H:26]([OH:28])[CH3:27])[CH:17]=1)[C:9]1[CH:14]=[CH:13][CH:12]=[CH:11][CH:10]=1.CO.C([O-])(=O)C.[NH4+]. (6) Given the product [C:1]([C:3]1([NH:6][C:7]([C@@H:9]2[CH2:13][C@@H:12]([S:14]([C:17]3[CH:18]=[C:19]([CH3:33])[CH:20]=[CH:21][CH:22]=3)(=[O:16])=[O:15])[CH2:11][C@H:10]2[C:24]([N:26]2[CH2:30][CH2:29][C:28]([F:32])([F:31])[CH2:27]2)=[O:25])=[O:8])[CH2:5][CH2:4]1)#[N:2], predict the reactants needed to synthesize it. The reactants are: [C:1]([C:3]1([NH:6][C:7]([C@@H:9]2[CH2:13][C@@H:12]([S:14]([C:17]3[CH:22]=[CH:21][CH:20]=[C:19](Br)[CH:18]=3)(=[O:16])=[O:15])[CH2:11][C@H:10]2[C:24]([N:26]2[CH2:30][CH2:29][C:28]([F:32])([F:31])[CH2:27]2)=[O:25])=[O:8])[CH2:5][CH2:4]1)#[N:2].[CH3:33]B(O)O. (7) The reactants are: [NH2:1][C:2]1[C:3]([C:18]2[CH:26]=[CH:25][C:21]([C:22]([OH:24])=O)=[CH:20][C:19]=2[CH3:27])=[N:4][CH:5]=[CH:6][C:7]=1[C:8](=[O:17])[C:9]1[CH:14]=[CH:13][C:12]([F:15])=[CH:11][C:10]=1[F:16].[N:28]1([CH2:34][CH2:35][NH2:36])[CH2:33][CH2:32][O:31][CH2:30][CH2:29]1.F[P-](F)(F)(F)(F)F.N1(OC(N(C)C)=[N+](C)C)C2C=CC=CC=2N=N1.C(N(C(C)C)CC)(C)C. Given the product [NH2:1][C:2]1[C:3]([C:18]2[CH:26]=[CH:25][C:21]([C:22]([NH:36][CH2:35][CH2:34][N:28]3[CH2:33][CH2:32][O:31][CH2:30][CH2:29]3)=[O:24])=[CH:20][C:19]=2[CH3:27])=[N:4][CH:5]=[CH:6][C:7]=1[C:8](=[O:17])[C:9]1[CH:14]=[CH:13][C:12]([F:15])=[CH:11][C:10]=1[F:16], predict the reactants needed to synthesize it.